From a dataset of Reaction yield outcomes from USPTO patents with 853,638 reactions. Predict the reaction yield, written as a fraction of the theoretical maximum amount of product (1.0 means a 100% yield; for example, 0.34 means a 34% yield). (1) The reactants are [CH3:1][O:2][C:3]([C:5]1[CH:13]=[C:12]2[C:8]([C:9]([CH:16]=[O:17])=[CH:10][N:11]2[CH2:14][CH3:15])=[CH:7][CH:6]=1)=[O:4].[O-:18][Mn](=O)(=O)=O.[K+]. The catalyst is CC(C)=O.O. The product is [CH3:1][O:2][C:3]([C:5]1[CH:13]=[C:12]2[C:8]([C:9]([C:16]([OH:18])=[O:17])=[CH:10][N:11]2[CH2:14][CH3:15])=[CH:7][CH:6]=1)=[O:4]. The yield is 0.790. (2) The reactants are [NH2:1][C:2]1[CH:3]=[C:4]([C:8]2[C:16]3[C:11](=[CH:12][CH:13]=[C:14]([C:17]([NH2:19])=[O:18])[CH:15]=3)[N:10](C3CCCCO3)[N:9]=2)[CH:5]=[CH:6][CH:7]=1.[F:26][C:27]1[CH:32]=[CH:31][CH:30]=[CH:29][C:28]=1[CH2:33][C:34](O)=[O:35].CCN=C=NCCCN(C)C. No catalyst specified. The product is [F:26][C:27]1[CH:32]=[CH:31][CH:30]=[CH:29][C:28]=1[CH2:33][C:34]([NH:1][C:2]1[CH:3]=[C:4]([C:8]2[C:16]3[C:11](=[CH:12][CH:13]=[C:14]([C:17]([NH2:19])=[O:18])[CH:15]=3)[NH:10][N:9]=2)[CH:5]=[CH:6][CH:7]=1)=[O:35]. The yield is 0.120. (3) The reactants are C(OC([NH:8][C:9]1[S:13][C:12]([C:14]2[C:19]([F:20])=[CH:18][CH:17]=[CH:16][C:15]=2[F:21])=[N:11][C:10]=1[C:22]([NH:24][C:25]1[CH:26]=[N:27][N:28]([CH3:44])[C:29]=1[N:30]1[CH2:35][CH2:34][N:33](C(OC(C)(C)C)=O)[C@H:32]([CH3:43])[CH2:31]1)=[O:23])=O)(C)(C)C.N. The catalyst is C(O)(C(F)(F)F)=O.C(Cl)Cl. The product is [NH2:8][C:9]1[S:13][C:12]([C:14]2[C:15]([F:21])=[CH:16][CH:17]=[CH:18][C:19]=2[F:20])=[N:11][C:10]=1[C:22]([NH:24][C:25]1[CH:26]=[N:27][N:28]([CH3:44])[C:29]=1[N:30]1[CH2:35][CH2:34][NH:33][C@H:32]([CH3:43])[CH2:31]1)=[O:23]. The yield is 0.730. (4) The reactants are S(Cl)(Cl)=O.[Cl:5][C:6]1[N:11]=[N:10][C:9]([C:12]([OH:14])=O)=[CH:8][CH:7]=1.Cl.[Cl:16][C:17]1[CH:18]=[C:19]2[C:23](=[CH:24][CH:25]=1)[NH:22][CH:21]=[C:20]2[CH2:26][CH2:27][NH2:28].C(N(C(C)C)C(C)C)C. The catalyst is C(Cl)(Cl)Cl.ClCCl. The product is [Cl:5][C:6]1[N:11]=[N:10][C:9]([C:12]([NH:28][CH2:27][CH2:26][C:20]2[C:19]3[C:23](=[CH:24][CH:25]=[C:17]([Cl:16])[CH:18]=3)[NH:22][CH:21]=2)=[O:14])=[CH:8][CH:7]=1. The yield is 0.230. (5) The reactants are [CH2:1]([S:3][C:4]1[CH:9]=[CH:8][CH:7]=[CH:6][C:5]=1[CH2:10]O)[CH3:2].S(Cl)([Cl:14])=O. The catalyst is ClCCl. The product is [Cl:14][CH2:10][C:5]1[CH:6]=[CH:7][CH:8]=[CH:9][C:4]=1[S:3][CH2:1][CH3:2]. The yield is 0.960. (6) The reactants are [P].[Ca:2].C(=O)([O-])[O-].[Ca+2].C([O-])(=O)[CH2:9][C:10](CC([O-])=O)([C:12]([O-:14])=[O:13])[OH:11].[Ca+2].C([O-])(=O)[CH2:23][C:24](CC([O-])=O)([C:26]([O-:28])=[O:27])[OH:25].[Ca+2].[Ca+2]. No catalyst specified. The product is [Ca:2].[C:12]([O-:14])(=[O:13])[CH:10]([CH3:9])[OH:11].[Ca+2:2].[C:26]([O-:28])(=[O:27])[CH:24]([CH3:23])[OH:25]. The yield is 0.210. (7) The reactants are [Cl:1][C:2]1[CH:7]=[CH:6][C:5]([C:8]2[C:9]3[C:25]([CH3:26])=[C:24]([CH3:27])[S:23][C:10]=3[C:11]3[C:21]([CH3:22])=[N:20][O:19][C:12]=3[C@H:13]([CH2:15][C:16](=S)[NH2:17])[N:14]=2)=[CH:4][CH:3]=1.CO[CH:30](OC)[CH2:31][NH2:32]. The catalyst is CC#N.Cl[Hg]Cl. The product is [NH:32]1[CH:31]=[CH:30][N:17]=[C:16]1[CH2:15][C@H:13]1[C:12]2[O:19][N:20]=[C:21]([CH3:22])[C:11]=2[C:10]2[S:23][C:24]([CH3:27])=[C:25]([CH3:26])[C:9]=2[C:8]([C:5]2[CH:6]=[CH:7][C:2]([Cl:1])=[CH:3][CH:4]=2)=[N:14]1. The yield is 0.0620.